Task: Predict which catalyst facilitates the given reaction.. Dataset: Catalyst prediction with 721,799 reactions and 888 catalyst types from USPTO (1) Reactant: [OH:1][CH2:2][C:3]([O:5][CH2:6][CH3:7])=[O:4].[O:8]1[CH:13]=[CH:12][CH2:11][CH2:10][CH2:9]1.CC1C=CC(S([O-])(=O)=O)=CC=1.C1C=C[NH+]=CC=1. Product: [O:8]1[CH2:13][CH2:12][CH2:11][CH2:10][CH:9]1[O:1][CH2:2][C:3]([O:5][CH2:6][CH3:7])=[O:4]. The catalyst class is: 2. (2) Reactant: [C:1](Cl)(=O)C.[CH3:5][C@@H:6]([C:20]([OH:22])=[O:21])[C:7]1[CH:12]=[CH:11][C:10]([C:13]2[CH:18]=[CH:17][CH:16]=[CH:15][CH:14]=2)=[C:9]([F:19])[CH:8]=1. Product: [CH3:1][O:21][C:20](=[O:22])[C@@H:6]([C:7]1[CH:12]=[CH:11][C:10]([C:13]2[CH:18]=[CH:17][CH:16]=[CH:15][CH:14]=2)=[C:9]([F:19])[CH:8]=1)[CH3:5]. The catalyst class is: 5. (3) Reactant: [C:1]([O:5][C:6](=[O:23])[NH:7][C:8]1([C:13](=[O:22])[NH:14][C:15]2[CH:20]=[CH:19][C:18](Br)=[CH:17][CH:16]=2)[CH2:12][CH2:11][CH2:10][CH2:9]1)([CH3:4])([CH3:3])[CH3:2].[CH3:24][S:25][C:26]1[CH:31]=[CH:30][CH:29]=[CH:28][C:27]=1B(O)O.C(=O)([O-])[O-].[Na+].[Na+].O. Product: [C:1]([O:5][C:6](=[O:23])[NH:7][C:8]1([C:13](=[O:22])[NH:14][C:15]2[CH:20]=[CH:19][C:18]([C:27]3[CH:28]=[CH:29][CH:30]=[CH:31][C:26]=3[S:25][CH3:24])=[CH:17][CH:16]=2)[CH2:12][CH2:11][CH2:10][CH2:9]1)([CH3:4])([CH3:3])[CH3:2]. The catalyst class is: 596. (4) Product: [NH2:1][C:2]1[CH:7]=[CH:6][C:5]([CH:8]2[O:13][CH2:12][CH2:11][N:10]([C:14]([O:16][C:17]([CH3:20])([CH3:19])[CH3:18])=[O:15])[CH2:9]2)=[CH:4][C:3]=1[C:22]#[N:23]. Reactant: [NH2:1][C:2]1[CH:7]=[CH:6][C:5]([CH:8]2[O:13][CH2:12][CH2:11][N:10]([C:14]([O:16][C:17]([CH3:20])([CH3:19])[CH3:18])=[O:15])[CH2:9]2)=[CH:4][C:3]=1Br.[C:22]([Cu])#[N:23].CCOC(C)=O. The catalyst class is: 37. (5) Reactant: Cl.[Cl:2][C:3]1[C:4]([CH2:9][NH2:10])=[N:5][CH:6]=[CH:7][N:8]=1.Cl.CN(C)CCCN=C=NCC.C(N(CC)C(C)C)(C)C.[CH2:32]([O:39][C:40]([NH:42][CH2:43][C@H:44]1[CH2:49][CH2:48][C@H:47]([C:50](O)=[O:51])[CH2:46][CH2:45]1)=[O:41])[C:33]1[CH:38]=[CH:37][CH:36]=[CH:35][CH:34]=1. Product: [CH2:32]([O:39][C:40](=[O:41])[NH:42][CH2:43][C@H:44]1[CH2:49][CH2:48][C@H:47]([C:50](=[O:51])[NH:10][CH2:9][C:4]2[C:3]([Cl:2])=[N:8][CH:7]=[CH:6][N:5]=2)[CH2:46][CH2:45]1)[C:33]1[CH:38]=[CH:37][CH:36]=[CH:35][CH:34]=1. The catalyst class is: 2. (6) Reactant: Br[CH2:2][CH2:3][CH2:4]O.[C:6]([O-:9])([O-])=O.[K+].[K+].[CH3:12][S:13](Cl)(=[O:15])=[O:14].[CH3:17][CH2:18][N:19]([CH2:22][CH3:23])[CH2:20][CH3:21].[CH3:24][C:25]#N. Product: [CH3:12][S:13]([O:9][CH2:6][CH2:17][CH2:18][N:19]1[CH2:22][CH2:23][C:25]2[C:21](=[CH:2][CH:3]=[CH:4][CH:24]=2)[CH2:20]1)(=[O:15])=[O:14]. The catalyst class is: 2.